From a dataset of Peptide-MHC class II binding affinity with 134,281 pairs from IEDB. Regression. Given a peptide amino acid sequence and an MHC pseudo amino acid sequence, predict their binding affinity value. This is MHC class II binding data. (1) The peptide sequence is IHHQHVQDCDESVLT. The MHC is DRB1_0404 with pseudo-sequence DRB1_0404. The binding affinity (normalized) is 0.207. (2) The peptide sequence is ILVGDNSFVSAISQT. The MHC is HLA-DQA10201-DQB10402 with pseudo-sequence HLA-DQA10201-DQB10402. The binding affinity (normalized) is 0.493. (3) The peptide sequence is DEINAIFEENEVDIS. The MHC is DRB1_0901 with pseudo-sequence DRB1_0901. The binding affinity (normalized) is 0.147.